From a dataset of Forward reaction prediction with 1.9M reactions from USPTO patents (1976-2016). Predict the product of the given reaction. Given the reactants [N+:1]([C:4]1[CH:11]=[CH:10][C:7]([CH:8]=[O:9])=[C:6]([CH:12]=[CH2:13])[CH:5]=1)([O-:3])=[O:2].CC1C=CC(S([CH2:24][N+:25]#[C-:26])(=O)=O)=CC=1.C(=O)([O-])[O-].[K+].[K+].C([O-])(O)=O.[Na+], predict the reaction product. The product is: [N+:1]([C:4]1[CH:11]=[CH:10][C:7]([C:8]2[O:9][CH:26]=[N:25][CH:24]=2)=[C:6]([CH:12]=[CH2:13])[CH:5]=1)([O-:3])=[O:2].